Dataset: TCR-epitope binding with 47,182 pairs between 192 epitopes and 23,139 TCRs. Task: Binary Classification. Given a T-cell receptor sequence (or CDR3 region) and an epitope sequence, predict whether binding occurs between them. (1) The epitope is YIFFASFYY. The TCR CDR3 sequence is CSVWGDEKLFF. Result: 1 (the TCR binds to the epitope). (2) The epitope is FTISVTTEIL. The TCR CDR3 sequence is CAISDNGKASSGANVLTF. Result: 0 (the TCR does not bind to the epitope). (3) The epitope is AVFDRKSDAK. The TCR CDR3 sequence is CASSLGQGAVNEKLFF. Result: 1 (the TCR binds to the epitope). (4) The epitope is FLNGSCGSV. The TCR CDR3 sequence is CASSFSGASTDTQYF. Result: 1 (the TCR binds to the epitope). (5) The epitope is IPSINVHHY. The TCR CDR3 sequence is CASTTSTAPNEKLFF. Result: 1 (the TCR binds to the epitope).